The task is: Predict the reactants needed to synthesize the given product.. This data is from Full USPTO retrosynthesis dataset with 1.9M reactions from patents (1976-2016). (1) The reactants are: C([Si](C)(C)[O:6][C:7]1[CH:8]=[CH:9][C:10]2[C:11]3[C:24]([C:26]4[CH:39]=[CH:38][C:29]([O:30][CH2:31][CH2:32][N:33]5[CH2:37][CH2:36][CH2:35][CH2:34]5)=[CH:28][CH:27]=4)([CH3:25])[O:23][C:22]4[CH:21]=[C:20]([O:40][Si](C(C)(C)C)(C)C)[CH:19]=[CH:18][C:17]=4[C:12]=3[CH2:13][O:14][C:15]=2[CH:16]=1)(C)(C)C.[F-].C([N+](CCCC)(CCCC)CCCC)CCC.[NH4+].[Cl-].C(OCC)(=O)C. Given the product [CH3:25][C:24]1([C:26]2[CH:39]=[CH:38][C:29]([O:30][CH2:31][CH2:32][N:33]3[CH2:37][CH2:36][CH2:35][CH2:34]3)=[CH:28][CH:27]=2)[C:11]2[C:10]3[CH:9]=[CH:8][C:7]([OH:6])=[CH:16][C:15]=3[O:14][CH2:13][C:12]=2[C:17]2[CH:18]=[CH:19][C:20]([OH:40])=[CH:21][C:22]=2[O:23]1, predict the reactants needed to synthesize it. (2) Given the product [CH3:18][O:14][C@@H:12]1[CH2:13][C@H:10]([CH2:9][O:8][CH2:1][C:2]2[CH:7]=[CH:6][CH:5]=[CH:4][CH:3]=2)[CH2:11]1, predict the reactants needed to synthesize it. The reactants are: [CH2:1]([O:8][CH2:9][C@@H:10]1[CH2:13][C@H:12]([OH:14])[CH2:11]1)[C:2]1[CH:7]=[CH:6][CH:5]=[CH:4][CH:3]=1.[H-].[Na+].I[CH3:18]. (3) Given the product [NH2:1][C:4]1[CH:9]=[CH:8][CH:7]=[CH:6][C:5]=1[NH:10][C:11]1[CH:25]=[CH:24][C:14]([CH2:15][NH:16][C:17](=[O:23])[O:18][C:19]([CH3:20])([CH3:21])[CH3:22])=[CH:13][CH:12]=1, predict the reactants needed to synthesize it. The reactants are: [N+:1]([C:4]1[CH:9]=[CH:8][CH:7]=[CH:6][C:5]=1[NH:10][C:11]1[CH:25]=[CH:24][C:14]([CH2:15][NH:16][C:17](=[O:23])[O:18][C:19]([CH3:22])([CH3:21])[CH3:20])=[CH:13][CH:12]=1)([O-])=O. (4) Given the product [C:25]([C:23]1[CH:22]=[CH:21][C:3]([CH2:4][C:5]([O:18][CH2:19][CH3:20])([C:9]2[CH:14]=[CH:13][C:12]([O:15][CH3:16])=[CH:11][C:10]=2[F:17])[C:6]([NH2:8])=[O:7])=[C:2]([NH:1][S:34]([CH2:27][C:28]2[CH:33]=[CH:32][CH:31]=[CH:30][CH:29]=2)(=[O:36])=[O:35])[CH:24]=1)#[N:26], predict the reactants needed to synthesize it. The reactants are: [NH2:1][C:2]1[CH:24]=[C:23]([C:25]#[N:26])[CH:22]=[CH:21][C:3]=1[CH2:4][C:5]([O:18][CH2:19][CH3:20])([C:9]1[CH:14]=[CH:13][C:12]([O:15][CH3:16])=[CH:11][C:10]=1[F:17])[C:6]([NH2:8])=[O:7].[CH2:27]([S:34](Cl)(=[O:36])=[O:35])[C:28]1[CH:33]=[CH:32][CH:31]=[CH:30][CH:29]=1. (5) Given the product [CH:13]([C:12]1[CH:11]=[CH:10][C:5]([C:6]([O:8][CH3:9])=[O:7])=[CH:4][C:3]=1[O:2][CH3:1])=[O:20], predict the reactants needed to synthesize it. The reactants are: [CH3:1][O:2][C:3]1[CH:4]=[C:5]([CH:10]=[CH:11][C:12]=1[CH3:13])[C:6]([O:8][CH3:9])=[O:7].BrN1C(=[O:20])CCC1=O.N(C(C)(C)C#N)=NC(C)(C)C#N.C1N2CN3CN(C2)CN1C3. (6) Given the product [Cl:1][C:2]1[CH:3]=[CH:4][C:5]([C:8]([N:13]2[C:21]3[C:16](=[C:17]([NH:22][S:31]([CH3:30])(=[O:33])=[O:32])[CH:18]=[CH:19][CH:20]=3)[CH:15]=[CH:14]2)([CH2:11][CH3:12])[CH2:9][CH3:10])=[CH:6][CH:7]=1, predict the reactants needed to synthesize it. The reactants are: [Cl:1][C:2]1[CH:7]=[CH:6][C:5]([C:8]([N:13]2[C:21]3[CH:20]=[CH:19][CH:18]=[C:17]([NH2:22])[C:16]=3[CH:15]=[CH:14]2)([CH2:11][CH3:12])[CH2:9][CH3:10])=[CH:4][CH:3]=1.CN1CCOCC1.[CH3:30][S:31](Cl)(=[O:33])=[O:32]. (7) Given the product [CH2:1]([O:8][C:9]1[C:14]2[CH:15]=[C:16]([C:18]3[N:19]=[C:20]4[N:24]([CH:25]=3)[N:23]=[C:22]([O:29][CH3:28])[S:21]4)[O:17][C:13]=2[CH:12]=[C:11]([F:27])[CH:10]=1)[C:2]1[CH:7]=[CH:6][CH:5]=[CH:4][CH:3]=1, predict the reactants needed to synthesize it. The reactants are: [CH2:1]([O:8][C:9]1[C:14]2[CH:15]=[C:16]([C:18]3[N:19]=[C:20]4[N:24]([CH:25]=3)[N:23]=[C:22](Br)[S:21]4)[O:17][C:13]=2[CH:12]=[C:11]([F:27])[CH:10]=1)[C:2]1[CH:7]=[CH:6][CH:5]=[CH:4][CH:3]=1.[CH3:28][O-:29].[Na+]. (8) Given the product [CH:1]([C:4]1[CH:22]=[CH:21][CH:20]=[C:19]([CH:23]([CH3:25])[CH3:24])[C:5]=1[O:6][C:7]([O:9][C:10]1[CH:18]=[CH:17][CH:16]=[CH:15][C:11]=1[C:12]([NH:35][CH2:34][CH2:33][C:32]([OH:31])=[O:36])=[O:13])=[O:8])([CH3:3])[CH3:2], predict the reactants needed to synthesize it. The reactants are: [CH:1]([C:4]1[CH:22]=[CH:21][CH:20]=[C:19]([CH:23]([CH3:25])[CH3:24])[C:5]=1[O:6][C:7]([O:9][C:10]1[CH:18]=[CH:17][CH:16]=[CH:15][C:11]=1[C:12](O)=[O:13])=[O:8])([CH3:3])[CH3:2].Cl.C([O:31][C:32](=[O:36])[CH2:33][CH2:34][NH2:35])(C)(C)C.C(N(C(C)C)CC)(C)C. (9) The reactants are: [OH:1][C:2]1[CH:7]=[CH:6][C:5]([C:8](=[O:10])[CH3:9])=[CH:4][C:3]=1[N+:11]([O-:13])=[O:12].C(=O)([O-])[O-].[K+].[K+].Br[CH2:21]/[CH:22]=[CH:23]/[C:24]1[CH:29]=[CH:28][CH:27]=[CH:26][CH:25]=1. Given the product [CH2:21]([O:1][C:2]1[CH:7]=[CH:6][C:5]([C:8](=[O:10])[CH3:9])=[CH:4][C:3]=1[N+:11]([O-:13])=[O:12])/[CH:22]=[CH:23]/[C:24]1[CH:29]=[CH:28][CH:27]=[CH:26][CH:25]=1, predict the reactants needed to synthesize it.